Dataset: Reaction yield outcomes from USPTO patents with 853,638 reactions. Task: Predict the reaction yield, written as a fraction of the theoretical maximum amount of product (1.0 means a 100% yield; for example, 0.34 means a 34% yield). (1) The reactants are [C:1]([C:3]1[CH:8]=[CH:7][C:6]([CH2:9][C:10]([O:12][C:13](C)(C)[CH3:14])=[O:11])=[C:5]([F:17])[CH:4]=1)#[N:2].Cl.O1CCOCC1. The catalyst is CCO. The product is [C:1]([C:3]1[CH:8]=[CH:7][C:6]([CH2:9][C:10]([O:12][CH2:13][CH3:14])=[O:11])=[C:5]([F:17])[CH:4]=1)#[N:2]. The yield is 0.990. (2) The reactants are Br[C:2]1[CH:7]=[CH:6][C:5]([N+:8]([O-:10])=[O:9])=[CH:4][C:3]=1[N+:11]([O-:13])=[O:12].[C:14]([OH:23])(=[O:22])[C:15]1[C:16](=[CH:18][CH:19]=[CH:20][CH:21]=1)[SH:17]. No catalyst specified. The product is [N+:11]([C:3]1[CH:4]=[C:5]([N+:8]([O-:10])=[O:9])[CH:6]=[CH:7][C:2]=1[S:17][C:16]1[CH:18]=[CH:19][CH:20]=[CH:21][C:15]=1[C:14]([OH:23])=[O:22])([O-:13])=[O:12]. The yield is 0.200. (3) The product is [CH3:24][O:25][C:26]1[CH:27]=[C:28]([C:2]2[CH:3]=[C:4]([NH:11][C:12]3[CH:17]=[CH:16][CH:15]=[C:14]([N:18]4[CH2:22][CH2:21][CH2:20][CH:19]4[CH3:23])[N:13]=3)[C:5]3[N:6]([CH:8]=[CH:9][N:10]=3)[N:7]=2)[CH:29]=[N:30][CH:31]=1. The reactants are Cl[C:2]1[CH:3]=[C:4]([NH:11][C:12]2[CH:17]=[CH:16][CH:15]=[C:14]([N:18]3[CH2:22][CH2:21][CH2:20][CH:19]3[CH3:23])[N:13]=2)[C:5]2[N:6]([CH:8]=[CH:9][N:10]=2)[N:7]=1.[CH3:24][O:25][C:26]1[CH:27]=[C:28](B(O)O)[CH:29]=[N:30][CH:31]=1.CC(C1C=C(C(C)C)C(C2C=CC=CC=2P(C2CCCCC2)C2CCCCC2)=C(C(C)C)C=1)C.C([O-])([O-])=O.[Na+].[Na+]. The yield is 0.490. The catalyst is O1CCOCC1.O.C1C=CC(/C=C/C(/C=C/C2C=CC=CC=2)=O)=CC=1.C1C=CC(/C=C/C(/C=C/C2C=CC=CC=2)=O)=CC=1.[Pd]. (4) The reactants are [C:1]([O:5][C:6]([N:8]1[CH2:11][C:10](=O)[CH2:9]1)=[O:7])([CH3:4])([CH3:3])[CH3:2].[OH:13][CH:14]1[CH2:19][CH2:18][NH:17][CH2:16][CH2:15]1.C(O[BH-](OC(=O)C)OC(=O)C)(=O)C.[Na+]. The catalyst is ClCCCl. The product is [C:1]([O:5][C:6]([N:8]1[CH2:11][CH:10]([N:17]2[CH2:18][CH2:19][CH:14]([OH:13])[CH2:15][CH2:16]2)[CH2:9]1)=[O:7])([CH3:4])([CH3:3])[CH3:2]. The yield is 0.230. (5) The reactants are [BH4-].[Na+].[C:3]([O:7][C:8]([O:10]C([O-])=O)=O)([CH3:6])([CH3:5])[CH3:4].[Cl:14][C:15]1[CH:16]=[C:17]2[C:21](=[CH:22][CH:23]=1)[NH:20][C:19]([C:24]([NH:26][CH:27]1[CH2:36][C:35]3[C:30](=[CH:31][CH:32]=[CH:33][CH:34]=3)[N:29]([CH2:37][C:38]#[N:39])[C:28]1=[O:40])=[O:25])=[CH:18]2. The catalyst is CO.C1COCC1.O.O.O.O.O.O.[Co](Cl)Cl. The product is [Cl:14][C:15]1[CH:16]=[C:17]2[C:21](=[CH:22][CH:23]=1)[NH:20][C:19]([C:24]([NH:26][CH:27]1[CH2:36][C:35]3[C:30](=[CH:31][CH:32]=[CH:33][CH:34]=3)[N:29]([CH2:37][CH2:38][NH:39][C:8](=[O:10])[O:7][C:3]([CH3:4])([CH3:5])[CH3:6])[C:28]1=[O:40])=[O:25])=[CH:18]2. The yield is 0.940. (6) The reactants are [OH:1][C:2]1[CH:3]=[CH:4][C:5]2[N:6](C(=O)C)[C:7]3[C:12]([S:13][C:14]=2[CH:15]=1)=[CH:11][C:10]([N+:16]([O-:18])=[O:17])=[CH:9][CH:8]=3.Br[CH2:23][C:24]#[CH:25].C(=O)([O-])[O-].[Na+].[Na+]. The catalyst is CN(C)C=O. The product is [N+:16]([C:10]1[CH:9]=[CH:8][C:7]2[NH:6][C:5]3[C:14]([S:13][C:12]=2[CH:11]=1)=[CH:15][C:2]([O:1][CH2:25][C:24]#[CH:23])=[CH:3][CH:4]=3)([O-:18])=[O:17]. The yield is 0.860.